Task: Regression/Classification. Given a drug SMILES string, predict its absorption, distribution, metabolism, or excretion properties. Task type varies by dataset: regression for continuous measurements (e.g., permeability, clearance, half-life) or binary classification for categorical outcomes (e.g., BBB penetration, CYP inhibition). For this dataset (solubility_aqsoldb), we predict Y.. Dataset: Aqueous solubility values for 9,982 compounds from the AqSolDB database (1) The molecule is O=C(OCC(=O)N1CCC1C(=O)O)c1ccccc1. The Y is -2.14 log mol/L. (2) The compound is O=C(O)c1cc(=O)c2cc3c(cc2o1)CCCC3. The Y is -1.05 log mol/L. (3) The molecule is CC(CCNCCNCCC(C)CC(C)(C)C)CC(C)(C)C. The Y is -2.24 log mol/L. (4) The drug is CC1(C)C2CCC3(C2)C1C(=O)CCC3(C)C. The Y is -4.10 log mol/L. (5) The molecule is CCCCC(CC)(CO)CO. The Y is -1.26 log mol/L. (6) The drug is O=S(=O)([O-])CCC[NH+]1CCOCC1. The Y is 0.456 log mol/L. (7) The compound is CCCCCCCCC(=O)OC. The Y is -3.38 log mol/L. (8) The drug is CC(=O)Nc1ccc2c(c1)C(=O)OC2. The Y is -2.60 log mol/L.